From a dataset of Catalyst prediction with 721,799 reactions and 888 catalyst types from USPTO. Predict which catalyst facilitates the given reaction. (1) Reactant: [C:1]([C:3]1[C:8]([O:9][CH3:10])=[CH:7][C:6]([CH2:11][C:12](OC)=[O:13])=[C:5]([F:16])[CH:4]=1)#[N:2].[BH4-].[Li+]. Product: [F:16][C:5]1[C:6]([CH2:11][CH2:12][OH:13])=[CH:7][C:8]([O:9][CH3:10])=[C:3]([CH:4]=1)[C:1]#[N:2]. The catalyst class is: 683. (2) Reactant: Br[C:2]1[CH:3]=[C:4]([O:9][CH2:10][CH3:11])[C:5]([NH2:8])=[N:6][CH:7]=1.[CH3:12][C:13]1([CH3:29])[C:17]([CH3:19])([CH3:18])[O:16][B:15]([B:15]2[O:16][C:17]([CH3:19])([CH3:18])[C:13]([CH3:29])([CH3:12])[O:14]2)[O:14]1.[C:30]([O-])(=O)[CH3:31].[K+].C1(P(C2CCCCC2)C2CCCCC2)CCCCC1. Product: [CH:11]1([CH2:10][O:9][C:4]2[C:5]([NH2:8])=[N:6][CH:7]=[C:2]([B:15]3[O:16][C:17]([CH3:19])([CH3:18])[C:13]([CH3:29])([CH3:12])[O:14]3)[CH:3]=2)[CH2:31][CH2:30]1. The catalyst class is: 62. (3) Reactant: [CH2:1]([N:8]1[CH2:12][CH2:11][CH2:10][C:9]1=[O:13])[C:2]1[CH:7]=[CH:6][CH:5]=[CH:4][CH:3]=1.[CH:14]([N-]C(C)C)(C)C.[Li+].IC.[Cl-].[NH4+]. Product: [CH2:1]([N:8]1[CH2:12][CH2:11][CH:10]([CH3:14])[C:9]1=[O:13])[C:2]1[CH:7]=[CH:6][CH:5]=[CH:4][CH:3]=1. The catalyst class is: 7.